Dataset: Catalyst prediction with 721,799 reactions and 888 catalyst types from USPTO. Task: Predict which catalyst facilitates the given reaction. (1) Reactant: [CH2:1]([S:3]([N:6]1[C:14]2[CH:13]=[CH:12][C:11]([N+:15]([O-])=O)=[CH:10][C:9]=2[C:8]2[CH2:18][N:19]([C:22]([O:24][C:25]([CH3:28])([CH3:27])[CH3:26])=[O:23])[CH2:20][CH2:21][C:7]1=2)(=[O:5])=[O:4])[CH3:2]. Product: [NH2:15][C:11]1[CH:12]=[CH:13][C:14]2[N:6]([S:3]([CH2:1][CH3:2])(=[O:5])=[O:4])[C:7]3[CH2:21][CH2:20][N:19]([C:22]([O:24][C:25]([CH3:26])([CH3:28])[CH3:27])=[O:23])[CH2:18][C:8]=3[C:9]=2[CH:10]=1. The catalyst class is: 19. (2) Reactant: Br[C:2]1[CH:10]=[CH:9][CH:8]=[C:7]2[C:3]=1[C:4]([C:15]([N:17]1[CH2:22][CH2:21][CH:20]([C:23]3[CH:24]=[C:25]([CH:34]=[CH:35][C:36]=3[F:37])[CH2:26][NH:27][C:28](=[O:33])[C:29]([F:32])([F:31])[F:30])[CH2:19][CH2:18]1)=[O:16])=[CH:5][N:6]2[CH2:11][CH2:12][O:13][CH3:14].[N:38]1[CH:43]=[CH:42][C:41](B(O)O)=[CH:40][CH:39]=1.[F-].[Cs+]. Product: [F:30][C:29]([F:32])([F:31])[C:28]([NH:27][CH2:26][C:25]1[CH:34]=[CH:35][C:36]([F:37])=[C:23]([CH:20]2[CH2:21][CH2:22][N:17]([C:15]([C:4]3[C:3]4[C:7](=[CH:8][CH:9]=[CH:10][C:2]=4[C:41]4[CH:42]=[CH:43][N:38]=[CH:39][CH:40]=4)[N:6]([CH2:11][CH2:12][O:13][CH3:14])[CH:5]=3)=[O:16])[CH2:18][CH2:19]2)[CH:24]=1)=[O:33]. The catalyst class is: 117. (3) Reactant: [C:1]([C:3]1[CH:4]=[C:5]([C:13]([OH:15])=O)[C:6]2[C:11]([CH:12]=1)=[CH:10][CH:9]=[CH:8][CH:7]=2)#[N:2].[CH3:16][N:17]1[CH2:22][CH2:21][C:20]([C:25]2[CH:30]=[CH:29][C:28]([F:31])=[CH:27][CH:26]=2)([CH2:23][NH2:24])[CH2:19][CH2:18]1.Cl.C(N=C=NCCCN(C)C)C.ON1C2C=CC=CC=2N=N1. Product: [CH3:16][N:17]1[CH2:18][CH2:19][C:20]([C:25]2[CH:26]=[CH:27][C:28]([F:31])=[CH:29][CH:30]=2)([CH2:23][NH:24][C:13]([C:5]2[C:6]3[C:11](=[CH:10][CH:9]=[CH:8][CH:7]=3)[CH:12]=[C:3]([C:1]#[N:2])[CH:4]=2)=[O:15])[CH2:21][CH2:22]1. The catalyst class is: 2.